Dataset: Full USPTO retrosynthesis dataset with 1.9M reactions from patents (1976-2016). Task: Predict the reactants needed to synthesize the given product. (1) Given the product [CH3:67][N@@+:42]1([CH2:41][CH2:40][C:38]([O:37][CH2:36][CH2:35][CH2:34][CH2:33][CH2:32][O:31][C:29]([CH2:28][CH2:27][N@+:2]2([CH3:1])[C@H:11]([CH2:12][C:13]3[CH:14]=[CH:15][C:16]([O:21][CH3:22])=[C:17]([O:19][CH3:20])[CH:18]=3)[C:10]3[CH:9]=[C:8]([O:23][CH3:24])[C:7]([O:25][CH3:26])=[CH:6][C:5]=3[CH2:4][CH2:3]2)=[O:30])=[O:39])[C@H:51]([CH2:52][C:53]2[CH:54]=[CH:55][C:56]([O:61][CH3:62])=[C:57]([O:59][CH3:60])[CH:58]=2)[C:50]2[CH:49]=[C:48]([O:63][CH3:64])[C:47]([O:65][CH3:66])=[CH:46][C:45]=2[CH2:44][CH2:43]1.[CH:68]1[CH:69]=[CH:70][C:71]([S:74]([O-:77])(=[O:76])=[O:75])=[CH:72][CH:73]=1.[CH:78]1[CH:79]=[CH:80][C:81]([S:84]([O-:87])(=[O:86])=[O:85])=[CH:82][CH:83]=1, predict the reactants needed to synthesize it. The reactants are: [CH3:1][N+:2]1([CH2:27][CH2:28][C:29]([O:31][CH2:32][CH2:33][CH2:34][CH2:35][CH2:36][O:37][C:38]([CH2:40][CH2:41][N+:42]2([CH3:67])[CH:51]([CH2:52][C:53]3[CH:54]=[CH:55][C:56]([O:61][CH3:62])=[C:57]([O:59][CH3:60])[CH:58]=3)[C:50]3[CH:49]=[C:48]([O:63][CH3:64])[C:47]([O:65][CH3:66])=[CH:46][C:45]=3[CH2:44][CH2:43]2)=[O:39])=[O:30])[CH:11]([CH2:12][C:13]2[CH:14]=[CH:15][C:16]([O:21][CH3:22])=[C:17]([O:19][CH3:20])[CH:18]=2)[C:10]2[CH:9]=[C:8]([O:23][CH3:24])[C:7]([O:25][CH3:26])=[CH:6][C:5]=2[CH2:4][CH2:3]1.[CH:68]1[CH:69]=[CH:70][C:71]([S:74]([O-:77])(=[O:76])=[O:75])=[CH:72][CH:73]=1.[CH:78]1[CH:79]=[CH:80][C:81]([S:84]([O-:87])(=[O:86])=[O:85])=[CH:82][CH:83]=1.ClCCl.C1(S(O)(=O)=O)C=CC=CC=1. (2) Given the product [CH3:1][O:2][CH2:3][C@H:4]([CH3:38])[O:5][C:6]1[CH:7]=[C:8]([C:23]2[NH:27][C:26]([C:28]([OH:30])=[O:29])=[CH:25][CH:24]=2)[CH:9]=[C:10]([O:12][Si:13]([CH:17]([CH3:19])[CH3:18])([CH:20]([CH3:21])[CH3:22])[CH:14]([CH3:15])[CH3:16])[CH:11]=1, predict the reactants needed to synthesize it. The reactants are: [CH3:1][O:2][CH2:3][C@H:4]([CH3:38])[O:5][C:6]1[CH:7]=[C:8]([C:23]2[NH:27][C:26]([C:28]([O:30]CC3C=CC=CC=3)=[O:29])=[CH:25][CH:24]=2)[CH:9]=[C:10]([O:12][Si:13]([CH:20]([CH3:22])[CH3:21])([CH:17]([CH3:19])[CH3:18])[CH:14]([CH3:16])[CH3:15])[CH:11]=1. (3) Given the product [Cl:11][C:12]1[CH:13]=[C:14]([F:19])[C:4]([CH2:3][C:1]#[N:2])=[N:16][CH:17]=1, predict the reactants needed to synthesize it. The reactants are: [C:1]([CH2:3][C:4](OCC)=O)#[N:2].[H-].[Na+].[Cl:11][C:12]1[CH:13]=[C:14]([F:19])C(F)=[N:16][CH:17]=1.O. (4) Given the product [Cl:1][C:2]1[CH:3]=[CH:4][C:5]([C@@:8]([NH:30][C:31]([C@H:33]2[CH2:37][C:36]([F:38])([F:39])[CH2:35][NH:34]2)=[O:32])([C:16]2[CH:21]=[C:20]([O:22][C:23]([F:28])([F:27])[CH:24]([F:25])[F:26])[CH:19]=[C:18]([F:29])[CH:17]=2)[CH2:9][C:10]2[CH:15]=[CH:14][CH:13]=[CH:12][CH:11]=2)=[N:6][CH:7]=1, predict the reactants needed to synthesize it. The reactants are: [Cl:1][C:2]1[CH:3]=[CH:4][C:5]([C@@:8]([NH:30][C:31]([C@H:33]2[CH2:37][C:36]([F:39])([F:38])[CH2:35][N:34]2C(OC(C)(C)C)=O)=[O:32])([C:16]2[CH:21]=[C:20]([O:22][C:23]([F:28])([F:27])[CH:24]([F:26])[F:25])[CH:19]=[C:18]([F:29])[CH:17]=2)[CH2:9][C:10]2[CH:15]=[CH:14][CH:13]=[CH:12][CH:11]=2)=[N:6][CH:7]=1. (5) Given the product [C:3]1([C:5]#[N:7])[CH:2]=[CH:1][N:4]2[C:16]=1[CH:15]=[CH:14][CH:13]=[CH:12]2, predict the reactants needed to synthesize it. The reactants are: [C:1](#[N:4])[CH:2]=[CH2:3].[CH2:5]([N:7](CC)CC)C.[C:12]1(C)C=[CH:16][CH:15]=[CH:14][CH:13]=1.